From a dataset of Human liver microsome stability data. Regression/Classification. Given a drug SMILES string, predict its absorption, distribution, metabolism, or excretion properties. Task type varies by dataset: regression for continuous measurements (e.g., permeability, clearance, half-life) or binary classification for categorical outcomes (e.g., BBB penetration, CYP inhibition). Dataset: hlm. (1) The molecule is O=C(NCCC(c1ccc(F)cc1)c1ccc(F)cc1)N1CCC(Oc2cnccn2)CC1. The result is 1 (stable in human liver microsomes). (2) The drug is CNc1nc(NCCCN(C)C)c2sc(-c3ccc(N4CCOCC4)cc3)cc2n1. The result is 1 (stable in human liver microsomes).